Dataset: Reaction yield outcomes from USPTO patents with 853,638 reactions. Task: Predict the reaction yield, written as a fraction of the theoretical maximum amount of product (1.0 means a 100% yield; for example, 0.34 means a 34% yield). (1) The reactants are C([O:4][CH:5]([CH3:20])[C:6]([C:8]1[C:9]([CH:17]([CH3:19])[CH3:18])=[N:10][N:11]2[CH:16]=[CH:15][CH:14]=[CH:13][C:12]=12)=[O:7])(=O)C.[OH-].[Na+].C(OCC)(=O)C.C([O-])(O)=O.[Na+]. The catalyst is C1COCC1. The product is [OH:4][CH:5]([CH3:20])[C:6]([C:8]1[C:9]([CH:17]([CH3:19])[CH3:18])=[N:10][N:11]2[CH:16]=[CH:15][CH:14]=[CH:13][C:12]=12)=[O:7]. The yield is 0.960. (2) The reactants are [Cl:1][C:2]1[CH:7]=[CH:6][C:5]([S:8]([CH2:11][C:12]#[N:13])(=[O:10])=[O:9])=[CH:4][CH:3]=1.C(=O)([O-])[O-].[K+].[K+].[C:20]([C:22]1[CH:23]=[C:24]([N:28]=[C:29]=[S:30])[CH:25]=[CH:26][CH:27]=1)#[N:21].[CH3:31]I. The catalyst is CC(C)=O. The product is [Cl:1][C:2]1[CH:3]=[CH:4][C:5]([S:8]([C:11](=[C:29]([NH:28][C:24]2[CH:25]=[CH:26][CH:27]=[C:22]([C:20]#[N:21])[CH:23]=2)[S:30][CH3:31])[C:12]#[N:13])(=[O:9])=[O:10])=[CH:6][CH:7]=1. The yield is 0.960. (3) The reactants are C(N(CC)CC)C.[N:8]1([C:14]([O:16][C:17]([CH3:20])([CH3:19])[CH3:18])=[O:15])[CH2:13][CH2:12][NH:11][CH2:10][CH2:9]1.Cl[C:22]1[C:23]2[C@H:30]([CH3:31])[CH2:29][CH2:28][C:24]=2[N:25]=[CH:26][N:27]=1.C(OCC)(=O)C. The catalyst is CCCCO. The product is [CH3:31][C@H:30]1[C:23]2[C:22]([N:11]3[CH2:12][CH2:13][N:8]([C:14]([O:16][C:17]([CH3:20])([CH3:19])[CH3:18])=[O:15])[CH2:9][CH2:10]3)=[N:27][CH:26]=[N:25][C:24]=2[CH2:28][CH2:29]1. The yield is 0.741.